Dataset: Full USPTO retrosynthesis dataset with 1.9M reactions from patents (1976-2016). Task: Predict the reactants needed to synthesize the given product. (1) Given the product [Cl:16][C:17]1[CH:18]=[C:19]([CH:23]=[CH:24][CH:25]=1)[C:20]([NH:1][C@H:2]1[CH2:7][CH2:6][C@H:5]([CH2:8][NH:9][C:10]2[CH:11]=[CH:12][CH:13]=[CH:14][CH:15]=2)[CH2:4][CH2:3]1)=[O:21], predict the reactants needed to synthesize it. The reactants are: [NH2:1][CH:2]1[CH2:7][CH2:6][CH:5]([CH2:8][NH:9][C:10]2[CH:15]=[CH:14][CH:13]=[CH:12][CH:11]=2)[CH2:4][CH2:3]1.[Cl:16][C:17]1[CH:18]=[C:19]([CH:23]=[CH:24][CH:25]=1)[C:20](Cl)=[O:21]. (2) Given the product [CH3:6][N:2]([C:3](=[S:4])[NH:5][CH3:14])[C:21](=[O:22])[O:23][CH3:24], predict the reactants needed to synthesize it. The reactants are: C[N:2]([CH3:6])[C:3]([NH2:5])=[S:4].C1(C)C=CC=CC=1.[C:14](=O)([O-])[O-].[Na+].[Na+].Cl[C:21]([O:23][CH3:24])=[O:22].